This data is from Forward reaction prediction with 1.9M reactions from USPTO patents (1976-2016). The task is: Predict the product of the given reaction. (1) Given the reactants [NH2:1][C:2]1[CH:7]=[CH:6][CH:5]=[CH:4][CH:3]=1.[CH2:8](C1C=CC=CC=1)[C:9]([CH3:12])([CH3:11])[CH3:10], predict the reaction product. The product is: [CH3:8][C:9]([CH3:12])([CH3:11])[CH2:10][C:5]1[CH:6]=[CH:7][C:2]([NH2:1])=[CH:3][CH:4]=1. (2) Given the reactants C([O:3][C:4]([C:6]1([NH:16][C:17](=[O:29])[C:18]2[CH:23]=[CH:22][CH:21]=[C:20]([CH3:24])[C:19]=2[CH:25]=[C:26]([CH3:28])[CH3:27])[CH2:14][C:13]2[C:8](=[CH:9][CH:10]=[C:11]([F:15])[CH:12]=2)[CH2:7]1)=[O:5])C.[OH-].[K+].O, predict the reaction product. The product is: [F:15][C:11]1[CH:12]=[C:13]2[C:8](=[CH:9][CH:10]=1)[CH2:7][C:6]([NH:16][C:17](=[O:29])[C:18]1[CH:23]=[CH:22][CH:21]=[C:20]([CH3:24])[C:19]=1[CH:25]=[C:26]([CH3:27])[CH3:28])([C:4]([OH:5])=[O:3])[CH2:14]2. (3) Given the reactants [O:1]=[C:2]1[C:10]2[C:5](=[CH:6][CH:7]=[CH:8][CH:9]=2)[CH:4]([S:11][CH2:12][C:13]([OH:15])=O)[N:3]1[CH2:16][C:17]1[S:18][CH:19]=[CH:20][CH:21]=1.C(Cl)(=O)C(Cl)=O.[NH2:28][C:29]1[N:34]=[CH:33][CH:32]=[CH:31][N:30]=1.N1C=CC=CC=1.Cl, predict the reaction product. The product is: [O:1]=[C:2]1[C:10]2[C:5](=[CH:6][CH:7]=[CH:8][CH:9]=2)[CH:4]([S:11][CH2:12][C:13]([NH:28][C:29]2[N:34]=[CH:33][CH:32]=[CH:31][N:30]=2)=[O:15])[N:3]1[CH2:16][C:17]1[S:18][CH:19]=[CH:20][CH:21]=1. (4) Given the reactants [CH3:1][C:2]1[CH:3]=[C:4]([OH:9])[CH:5]=[CH:6][C:7]=1[CH3:8].C([O-])([O-])=O.[Cs+].[Cs+].Br[CH:17]([CH3:23])[C:18]([O:20][CH2:21][CH3:22])=[O:19], predict the reaction product. The product is: [CH2:21]([O:20][C:18](=[O:19])[CH:17]([O:9][C:4]1[CH:5]=[CH:6][C:7]([CH3:8])=[C:2]([CH3:1])[CH:3]=1)[CH3:23])[CH3:22]. (5) Given the reactants [F:1][CH2:2][C:3]([OH:5])=O.C(Cl)CCl.[I:10][C:11]1[N:15]2[CH:16]=[CH:17][C:18]([C:20]([NH:22][NH2:23])=[O:21])=[CH:19][C:14]2=[N:13][CH:12]=1, predict the reaction product. The product is: [F:1][CH2:2][C:3]([NH:23][NH:22][C:20]([C:18]1[CH:17]=[CH:16][N:15]([C:11]([I:10])=[CH2:12])[C:14](=[NH:13])[CH:19]=1)=[O:21])=[O:5].